Predict which catalyst facilitates the given reaction. From a dataset of Catalyst prediction with 721,799 reactions and 888 catalyst types from USPTO. (1) The catalyst class is: 416. Product: [F:10][C:3]1[C:4]([F:9])=[C:5]([OH:8])[CH:6]=[CH:7][C:2]=1/[CH:13]=[CH:12]/[C:11]([O:15][CH2:16][CH3:17])=[O:14]. Reactant: Br[C:2]1[CH:7]=[CH:6][C:5]([OH:8])=[C:4]([F:9])[C:3]=1[F:10].[C:11]([O:15][CH2:16][CH3:17])(=[O:14])[CH:12]=[CH2:13].C1(C)C=CC=CC=1P(C1C=CC=CC=1C)C1C=CC=CC=1C.CCOC(C)=O. (2) Reactant: C(OC([N:8]1[CH2:12][CH2:11][CH2:10][CH:9]1[C:13]#[C:14][C:15]1[CH:20]=[CH:19][C:18]([C:21]([O:23][CH2:24][CH3:25])=[O:22])=[CH:17][CH:16]=1)=O)(C)(C)C.C(O)(C(F)(F)F)=O. Product: [CH2:24]([O:23][C:21]([C:18]1[CH:19]=[CH:20][C:15]([C:14]#[C:13][CH:9]2[CH2:10][CH2:11][CH2:12][NH:8]2)=[CH:16][CH:17]=1)=[O:22])[CH3:25]. The catalyst class is: 2. (3) Reactant: [CH2:1]([N:4]1[C:12](=[O:13])[C:11]2[C:6](=[CH:7][CH:8]=[C:9]([C:14]([NH:16][C@@H:17]([C:28]3[CH:33]=[CH:32][C:31]([C:34]([F:37])([F:36])[F:35])=[CH:30][CH:29]=3)[C:18]3[C:23]([C:24]([F:27])([F:26])[F:25])=[CH:22][CH:21]=[CH:20][N:19]=3)=[O:15])[CH:10]=2)[C:5]1=[O:38])[CH:2]=[CH2:3]. Product: [O:38]=[C:5]1[C:6]2[C:11](=[CH:10][C:9]([C:14]([NH:16][C@@H:17]([C:28]3[CH:33]=[CH:32][C:31]([C:34]([F:37])([F:35])[F:36])=[CH:30][CH:29]=3)[C:18]3[C:23]([C:24]([F:25])([F:26])[F:27])=[CH:22][CH:21]=[CH:20][N:19]=3)=[O:15])=[CH:8][CH:7]=2)[C:12](=[O:13])[N:4]1[CH2:1][CH2:2][CH3:3]. The catalyst class is: 350. (4) Product: [CH3:8][C:5]1[N:4]=[C:3]([C:9]#[N:10])[C:2]([N:12]2[N:13]=[CH:14][CH:15]=[N:11]2)=[CH:7][CH:6]=1. The catalyst class is: 18. Reactant: Br[C:2]1[C:3]([C:9]#[N:10])=[N:4][C:5]([CH3:8])=[CH:6][CH:7]=1.[NH:11]1[CH:15]=[CH:14][N:13]=[N:12]1.C([O-])([O-])=O.[K+].[K+]. (5) Reactant: [Cl:1][C:2]1[CH:3]=[C:4]([CH:8]([C:23]2[CH:28]=[CH:27][CH:26]=[CH:25][CH:24]=2)[O:9][C:10]2[CH:19]=[CH:18][C:17]([N+:20]([O-])=O)=[CH:16][C:11]=2[C:12]([O:14][CH3:15])=[O:13])[CH:5]=[CH:6][CH:7]=1.[Cl-].[Ca+2].[Cl-]. Product: [NH2:20][C:17]1[CH:18]=[CH:19][C:10]([O:9][CH:8]([C:4]2[CH:5]=[CH:6][CH:7]=[C:2]([Cl:1])[CH:3]=2)[C:23]2[CH:28]=[CH:27][CH:26]=[CH:25][CH:24]=2)=[C:11]([CH:16]=1)[C:12]([O:14][CH3:15])=[O:13]. The catalyst class is: 190. (6) Reactant: [OH:1][CH2:2][C:3]1[CH:4]=[N:5][C:6]2[C:11]([CH:12]=1)=[CH:10][CH:9]=[C:8]([NH:13]C(=O)OCC1C=CC=CC=1)[CH:7]=2. Product: [NH2:13][C:8]1[CH:7]=[C:6]2[C:11]([CH:12]=[C:3]([CH2:2][OH:1])[CH:4]=[N:5]2)=[CH:10][CH:9]=1. The catalyst class is: 43. (7) Reactant: C1C(=O)N([Br:8])C(=O)C1.[CH3:9][O:10][C:11]1[S:15][C:14]([C:16]([O:18][CH3:19])=[O:17])=[CH:13][CH:12]=1. Product: [Br:8][C:12]1[CH:13]=[C:14]([C:16]([O:18][CH3:19])=[O:17])[S:15][C:11]=1[O:10][CH3:9]. The catalyst class is: 9. (8) Reactant: Br[CH2:2][CH2:3][CH2:4][CH2:5][CH2:6][CH2:7][O:8][CH2:9][C:10]1([CH2:14][CH3:15])[CH2:13][O:12][CH2:11]1.[OH:16][C:17]1[CH:25]=[CH:24][C:20]([C:21]([OH:23])=[O:22])=[CH:19][CH:18]=1.C(=O)([O-])[O-].[K+].[K+].O. Product: [CH2:14]([C:10]1([CH2:9][O:8][CH2:7][CH2:6][CH2:5][CH2:4][CH2:3][CH2:2][O:16][C:17]2[CH:25]=[CH:24][C:20]([C:21]([OH:23])=[O:22])=[CH:19][CH:18]=2)[CH2:13][O:12][CH2:11]1)[CH3:15]. The catalyst class is: 9. (9) Reactant: C([O:3][C:4]([C:6]1[C:7]2[C:15]([CH3:16])=[N:14][N:13]([C:17]3[CH:22]=[CH:21][CH:20]=[CH:19][CH:18]=3)[C:8]=2[N:9]=[C:10]([CH3:12])[CH:11]=1)=[O:5])C.[OH-].[Na+]. Product: [CH3:16][C:15]1[C:7]2[C:6]([C:4]([OH:5])=[O:3])=[CH:11][C:10]([CH3:12])=[N:9][C:8]=2[N:13]([C:17]2[CH:22]=[CH:21][CH:20]=[CH:19][CH:18]=2)[N:14]=1. The catalyst class is: 87. (10) Reactant: [OH-:1].[Na+].[C:3]1([CH3:45])[CH:8]=[CH:7][C:6]([S:9]([O:12][CH2:13][C@H:13]([O:12][S:9]([C:6]2[CH:5]=[CH:4][C:3]([CH3:45])=[CH:8][CH:7]=2)(=[O:11])=[O:10])COC2C=CC=C[C:13]=2[O:12][S:9]([C:6]2[CH:5]=[CH:4][C:3]([CH3:45])=[CH:8][CH:7]=2)(=[O:11])=[O:10])(=[O:11])=[O:10])=[CH:5][CH:4]=1.CO.[CH2:48]1[CH2:52][O:51][CH2:50][CH2:49]1. Product: [CH3:45][C:3]1[CH:8]=[CH:7][C:6]([S:9]([O:12][CH2:13][C@@H:48]2[O:1][C:8]3[CH:3]=[CH:4][CH:5]=[CH:49][C:50]=3[O:51][CH2:52]2)(=[O:11])=[O:10])=[CH:5][CH:4]=1. The catalyst class is: 6.